Dataset: Forward reaction prediction with 1.9M reactions from USPTO patents (1976-2016). Task: Predict the product of the given reaction. (1) Given the reactants [Br:1][C:2]1[CH:8]=[CH:7][C:5]([NH2:6])=[CH:4][C:3]=1[CH3:9].[C:10](O[C:10]([O:12][C:13]([CH3:16])([CH3:15])[CH3:14])=[O:11])([O:12][C:13]([CH3:16])([CH3:15])[CH3:14])=[O:11].C(N(CC)CC)C.O, predict the reaction product. The product is: [Br:1][C:2]1[CH:8]=[CH:7][C:5]([NH:6][C:10](=[O:11])[O:12][C:13]([CH3:16])([CH3:15])[CH3:14])=[CH:4][C:3]=1[CH3:9]. (2) Given the reactants Cl[C:2]1[NH:3][CH:4]=[CH:5][C:6]=1[N+:7]([O-:9])=[O:8].[CH3:10][NH:11][CH3:12], predict the reaction product. The product is: [CH3:10][N:11]([CH3:12])[C:2]1[NH:3][CH:4]=[CH:5][C:6]=1[N+:7]([O-:9])=[O:8]. (3) Given the reactants [Br:1][C:2]1[CH:3]=[C:4](B(O)O)[C:5]([F:8])=[N:6][CH:7]=1.C(=O)([O-])[O-].[Na+].[Na+].[F:18][C:19]1[CH:24]=[CH:23][C:22]([CH:25]=[CH2:26])=[CH:21][CH:20]=1, predict the reaction product. The product is: [Br:1][C:2]1[CH:3]=[C:4](/[CH:26]=[CH:25]/[C:22]2[CH:23]=[CH:24][C:19]([F:18])=[CH:20][CH:21]=2)[C:5]([F:8])=[N:6][CH:7]=1. (4) Given the reactants [Br:1][C:2]1[CH:10]=[CH:9][CH:8]=[C:7]2[C:3]=1[CH2:4][CH2:5][C:6]2=[O:11].[BH4-].[Na+], predict the reaction product. The product is: [Br:1][C:2]1[CH:10]=[CH:9][CH:8]=[C:7]2[C:3]=1[CH2:4][CH2:5][CH:6]2[OH:11]. (5) Given the reactants [N:1]1[CH:6]=[CH:5][CH:4]=[CH:3][C:2]=1[N:7]1[C:19]2[CH:18]=[C:17]([OH:20])[CH:16]=[CH:15][C:14]=2[C:13]2[C:8]1=[CH:9][CH:10]=[CH:11][CH:12]=2.Br[C:22]1[CH:34]=[CH:33][C:32]2[C:31]3[C:26](=[CH:27][CH:28]=[CH:29][CH:30]=3)[N:25]([C:35]3[CH:40]=[CH:39][CH:38]=[CH:37][N:36]=3)[C:24]=2[CH:23]=1.N1C=CC=CC=1C(O)=O.P([O-])([O-])([O-])=O.[K+].[K+].[K+], predict the reaction product. The product is: [O:20]([C:22]1[CH:34]=[CH:33][C:32]2[C:31]3[C:26](=[CH:27][CH:28]=[CH:29][CH:30]=3)[N:25]([C:35]3[CH:40]=[CH:39][CH:38]=[CH:37][N:36]=3)[C:24]=2[CH:23]=1)[C:17]1[CH:16]=[CH:15][C:14]2[C:13]3[C:8](=[CH:9][CH:10]=[CH:11][CH:12]=3)[N:7]([C:2]3[CH:3]=[CH:4][CH:5]=[CH:6][N:1]=3)[C:19]=2[CH:18]=1. (6) Given the reactants [CH3:1][CH2:2][CH2:3][CH2:4][CH2:5][CH2:6][CH2:7][CH2:8][C:9]1[CH:10]=[CH:11][C:12]([CH2:15][CH2:16][C:17]([NH2:22])([CH2:20][OH:21])[CH2:18][OH:19])=[CH:13][CH:14]=1.[ClH:23].[C:24]([OH:27])(=[O:26])[CH3:25], predict the reaction product. The product is: [CH3:1][CH2:2][CH2:3][CH2:4][CH2:5][CH2:6][CH2:7][CH2:8][C:9]1[CH:14]=[CH:13][C:12]([CH2:15][CH2:16][C:17]([NH2:22])([CH2:18][OH:19])[CH2:20][OH:21])=[CH:11][CH:10]=1.[ClH:23].[C:24]([O-:27])(=[O:26])[CH3:25]. (7) Given the reactants [CH:1](=O)[CH3:2].[CH2:4]([O:11][C:12]([N:14]1[C:18]2[CH:19]=[N:20][CH:21]=[C:22]([O:23][CH:24]3[CH2:29][CH2:28][NH:27][CH2:26][CH2:25]3)[C:17]=2[C:16]2[CH:30]=[C:31]([Br:34])[CH:32]=[N:33][C:15]1=2)=[O:13])[C:5]1[CH:10]=[CH:9][CH:8]=[CH:7][CH:6]=1.C(O[BH-](OC(=O)C)OC(=O)C)(=O)C.[Na+].C(O)(=O)C, predict the reaction product. The product is: [CH2:4]([O:11][C:12]([N:14]1[C:18]2[CH:19]=[N:20][CH:21]=[C:22]([O:23][CH:24]3[CH2:29][CH2:28][N:27]([CH2:1][CH3:2])[CH2:26][CH2:25]3)[C:17]=2[C:16]2[CH:30]=[C:31]([Br:34])[CH:32]=[N:33][C:15]1=2)=[O:13])[C:5]1[CH:10]=[CH:9][CH:8]=[CH:7][CH:6]=1. (8) Given the reactants [C:1](Cl)(=[O:3])[CH3:2].[CH2:5]([N:12]1[CH2:17][CH2:16][CH:15]([N:18]([CH2:26][C:27]2[N:28]=[C:29]([CH2:51][NH:52][CH3:53])[N:30]([C:32]([C:45]3[CH:50]=[CH:49][CH:48]=[CH:47][CH:46]=3)([C:39]3[CH:44]=[CH:43][CH:42]=[CH:41][CH:40]=3)[C:33]3[CH:38]=[CH:37][CH:36]=[CH:35][CH:34]=3)[CH:31]=2)[C:19](=[O:25])[O:20][C:21]([CH3:24])([CH3:23])[CH3:22])[CH2:14][CH2:13]1)[C:6]1[CH:11]=[CH:10][CH:9]=[CH:8][CH:7]=1.C(N(CC)CC)C, predict the reaction product. The product is: [C:1]([N:52]([CH2:51][C:29]1[N:30]([C:32]([C:45]2[CH:50]=[CH:49][CH:48]=[CH:47][CH:46]=2)([C:33]2[CH:34]=[CH:35][CH:36]=[CH:37][CH:38]=2)[C:39]2[CH:40]=[CH:41][CH:42]=[CH:43][CH:44]=2)[CH:31]=[C:27]([CH2:26][N:18]([CH:15]2[CH2:16][CH2:17][N:12]([CH2:5][C:6]3[CH:7]=[CH:8][CH:9]=[CH:10][CH:11]=3)[CH2:13][CH2:14]2)[C:19](=[O:25])[O:20][C:21]([CH3:23])([CH3:22])[CH3:24])[N:28]=1)[CH3:53])(=[O:3])[CH3:2]. (9) The product is: [CH2:15]([O:14][C:12]([C:9]1[O:10][C:11]2[C:6]([C:7](=[O:17])[CH:8]=1)=[CH:5][C:4]([O:18][CH3:19])=[CH:3][C:2]=2[N:70]1[CH2:71][CH2:72][CH2:73][N:67]([CH3:66])[CH2:68][CH2:69]1)=[O:13])[CH3:16]. Given the reactants Br[C:2]1[CH:3]=[C:4]([O:18][CH3:19])[CH:5]=[C:6]2[C:11]=1[O:10][C:9]([C:12]([O:14][CH2:15][CH3:16])=[O:13])=[CH:8][C:7]2=[O:17].C1(P(C2C=CC=CC=2)C2C=CC3C(=CC=CC=3)C=2C2C3C(=CC=CC=3)C=CC=2P(C2C=CC=CC=2)C2C=CC=CC=2)C=CC=CC=1.[CH3:66][N:67]1[CH2:73][CH2:72][CH2:71][NH:70][CH2:69][CH2:68]1.C(=O)([O-])[O-].[Cs+].[Cs+], predict the reaction product. (10) Given the reactants [Br:1][C:2]1[CH:3]=[C:4]([C:11]([O:13][CH3:14])=[O:12])[C:5]2[CH:6]=[CH:7][NH:8][C:9]=2[CH:10]=1.[CH:15]1(B(O)O)[CH2:17][CH2:16]1.C(=O)([O-])[O-].[Na+].[Na+].N1C=CC=CC=1C1C=CC=CN=1, predict the reaction product. The product is: [Br:1][C:2]1[CH:3]=[C:4]([C:11]([O:13][CH3:14])=[O:12])[C:5]2[CH:6]=[CH:7][N:8]([CH:15]3[CH2:17][CH2:16]3)[C:9]=2[CH:10]=1.